From a dataset of Full USPTO retrosynthesis dataset with 1.9M reactions from patents (1976-2016). Predict the reactants needed to synthesize the given product. Given the product [Br:1][C:2]1[CH:3]=[C:4]([C:8]([N+:9]([O-:11])=[O:10])([CH2:14][OH:21])[CH2:12][OH:13])[CH:5]=[CH:6][CH:7]=1, predict the reactants needed to synthesize it. The reactants are: [Br:1][C:2]1[CH:7]=[CH:6][CH:5]=[C:4]([CH2:8][N+:9]([O-:11])=[O:10])[CH:3]=1.[CH2:12]=[O:13].[CH3:14]CN(CC)CC.[OH2:21].